Dataset: Full USPTO retrosynthesis dataset with 1.9M reactions from patents (1976-2016). Task: Predict the reactants needed to synthesize the given product. (1) Given the product [Br:15][C:6]1[CH:7]=[CH:8][CH:9]=[C:10]2[C:5]=1[CH:4]=[CH:3][N:2]=[CH:1]2, predict the reactants needed to synthesize it. The reactants are: [CH:1]1[C:10]2[C:5](=[CH:6][CH:7]=[CH:8][CH:9]=2)[CH:4]=[CH:3][N:2]=1.[Al+3].[Cl-].[Cl-].[Cl-].[Br:15]Br.[OH-].[Na+].[Al].O=[Al-]=O.[Na+]. (2) Given the product [C:31]1([CH:30]([C:37]2[CH:42]=[CH:41][CH:40]=[CH:39][CH:38]=2)[CH2:29][NH:28][C:9]2[N:8]=[C:7]([C:5]([NH:4][CH2:3][CH2:2][NH:1][C:56]([NH:55][CH:52]3[CH2:51][CH2:50][N:49]([C:44]4[CH:45]=[CH:46][CH:47]=[CH:48][N:43]=4)[CH2:54][CH2:53]3)=[O:57])=[O:6])[N:15]=[C:14]3[C:10]=2[N:11]=[CH:12][N:13]3[C@H:16]2[C@H:20]([OH:21])[C@H:19]([OH:22])[C@@H:18]([C:23]([NH:25][CH2:26][CH3:27])=[O:24])[O:17]2)[CH:36]=[CH:35][CH:34]=[CH:33][CH:32]=1, predict the reactants needed to synthesize it. The reactants are: [NH2:1][CH2:2][CH2:3][NH:4][C:5]([C:7]1[N:15]=[C:14]2[C:10]([N:11]=[CH:12][N:13]2[C@H:16]2[C@H:20]([OH:21])[C@H:19]([OH:22])[C@@H:18]([C:23]([NH:25][CH2:26][CH3:27])=[O:24])[O:17]2)=[C:9]([NH:28][CH2:29][CH:30]([C:37]2[CH:42]=[CH:41][CH:40]=[CH:39][CH:38]=2)[C:31]2[CH:36]=[CH:35][CH:34]=[CH:33][CH:32]=2)[N:8]=1)=[O:6].[N:43]1[CH:48]=[CH:47][CH:46]=[CH:45][C:44]=1[N:49]1[CH2:54][CH2:53][CH:52]([NH:55][C:56](N2C=CN=C2)=[O:57])[CH2:51][CH2:50]1. (3) Given the product [F:31][C:2]([F:1])([F:30])[C:3]1[CH:4]=[C:5]([NH:13][C:14]([NH:13][CH:5]([CH3:6])[CH3:4])=[C:15]([S:18]([C:21]2[CH:22]=[CH:23][C:24]([Cl:27])=[CH:25][CH:26]=2)(=[O:19])=[O:20])[C:16]#[N:17])[CH:6]=[C:7]([C:9]([F:11])([F:10])[F:12])[CH:8]=1, predict the reactants needed to synthesize it. The reactants are: [F:1][C:2]([F:31])([F:30])[C:3]1[CH:4]=[C:5]([NH:13][C:14](SC)=[C:15]([S:18]([C:21]2[CH:26]=[CH:25][C:24]([Cl:27])=[CH:23][CH:22]=2)(=[O:20])=[O:19])[C:16]#[N:17])[CH:6]=[C:7]([C:9]([F:12])([F:11])[F:10])[CH:8]=1. (4) Given the product [Cl:2][C:3]1[CH:4]=[CH:5][C:6]([C:7]([N:9]([CH3:10])[C@@H:11]2[CH2:16][CH2:15][N:14]([CH2:27][CH:29]3[CH2:34][CH2:33][N:32]([C:35]([O:37][C:38]([CH3:39])([CH3:41])[CH3:40])=[O:36])[CH2:31][CH2:30]3)[CH2:13][C@H:12]2[C:17]2[CH:22]=[CH:21][C:20]([Cl:23])=[C:19]([Cl:24])[CH:18]=2)=[O:8])=[CH:25][CH:26]=1, predict the reactants needed to synthesize it. The reactants are: Cl.[Cl:2][C:3]1[CH:26]=[CH:25][C:6]([C:7]([N:9]([C@@H:11]2[CH2:16][CH2:15][NH:14][CH2:13][C@H:12]2[C:17]2[CH:22]=[CH:21][C:20]([Cl:23])=[C:19]([Cl:24])[CH:18]=2)[CH3:10])=[O:8])=[CH:5][CH:4]=1.[CH:27]([CH:29]1[CH2:34][CH2:33][N:32]([C:35]([O:37][C:38]([CH3:41])([CH3:40])[CH3:39])=[O:36])[CH2:31][CH2:30]1)=O.C(N(CC)CC)C.C(O[BH-](OC(=O)C)OC(=O)C)(=O)C.[Na+].